Task: Predict the reaction yield, written as a fraction of the theoretical maximum amount of product (1.0 means a 100% yield; for example, 0.34 means a 34% yield).. Dataset: Reaction yield outcomes from USPTO patents with 853,638 reactions (1) The reactants are [OH-].[Na+].[Br:3][C:4]1[CH:8]=[N:7][N:6]([CH3:9])[C:5]=1[C:10]1[CH:11]=[C:12]([NH:18][C:19](=[O:21])C)[CH:13]=[CH:14][C:15]=1[O:16][CH3:17].BrC1C=NN(C)C=1C1C=C(N)C=CC=1OC.[F:38][C:39]1[CH:44]=[C:43]([F:45])[CH:42]=[CH:41][C:40]=1[N:46]=C=O. The catalyst is C(O)CC.CO. The product is [Br:3][C:4]1[CH:8]=[N:7][N:6]([CH3:9])[C:5]=1[C:10]1[CH:11]=[C:12]([NH:18][C:19]([NH:46][C:40]2[CH:41]=[CH:42][C:43]([F:45])=[CH:44][C:39]=2[F:38])=[O:21])[CH:13]=[CH:14][C:15]=1[O:16][CH3:17]. The yield is 0.630. (2) The reactants are [O:1]=[S:2]1(=[O:20])[CH2:6][CH2:5][CH2:4][N:3]1[C:7]1[CH:19]=[CH:18][C:10]([C:11]([O:13]C(C)(C)C)=[O:12])=[CH:9][CH:8]=1.FC(F)(F)C(O)=O. The catalyst is ClCCl. The product is [O:1]=[S:2]1(=[O:20])[CH2:6][CH2:5][CH2:4][N:3]1[C:7]1[CH:19]=[CH:18][C:10]([C:11]([OH:13])=[O:12])=[CH:9][CH:8]=1. The yield is 0.720.